This data is from Reaction yield outcomes from USPTO patents with 853,638 reactions. The task is: Predict the reaction yield, written as a fraction of the theoretical maximum amount of product (1.0 means a 100% yield; for example, 0.34 means a 34% yield). (1) The reactants are CC([CH2:5][N:6]([CH2:10][CH2:11][NH:12][C:13]1[N:14]=[C:15]([C:32]2[CH:37]=[C:36]([C:38]([NH:40][CH:41]([CH3:43])[CH3:42])=[O:39])[CH:35]=[CH:34][C:33]=2[CH3:44])[C:16]2[CH2:21][NH:20][C:19](=[O:22])[N:18]([C:23]3[C:28]([F:29])=[CH:27][CH:26]=[CH:25][C:24]=3[F:30])[C:17]=2[N:31]=1)C(=O)[O-])(C)C.C(O)(C(F)(F)F)=O. The catalyst is C(Cl)Cl. The product is [F:30][C:24]1[CH:25]=[CH:26][CH:27]=[C:28]([F:29])[C:23]=1[N:18]1[C:17]2[N:31]=[C:13]([NH:12][CH2:11][CH2:10][NH:6][CH3:5])[N:14]=[C:15]([C:32]3[CH:37]=[C:36]([CH:35]=[CH:34][C:33]=3[CH3:44])[C:38]([NH:40][CH:41]([CH3:42])[CH3:43])=[O:39])[C:16]=2[CH2:21][NH:20][C:19]1=[O:22]. The yield is 0.730. (2) The reactants are [F-].C([N+](CCCC)(CCCC)CCCC)CCC.[CH3:19][O:20][C:21]1[CH:26]=[CH:25][N:24]=[C:23]([C:27]#[C:28][Si](C)(C)C)[N:22]=1.C(=O)([O-])[O-].[K+].[K+]. The catalyst is O1CCCC1.C(O)(=O)C. The product is [C:27]([C:23]1[N:22]=[C:21]([O:20][CH3:19])[CH:26]=[CH:25][N:24]=1)#[CH:28]. The yield is 0.850.